This data is from Full USPTO retrosynthesis dataset with 1.9M reactions from patents (1976-2016). The task is: Predict the reactants needed to synthesize the given product. (1) Given the product [CH:21]1([CH2:20][N:6]2[C:5]([CH2:1][CH:2]([CH3:4])[CH3:3])=[CH:9][N:8]([C:10]3[CH:15]=[CH:14][CH:13]=[CH:12][C:11]=3[O:16][CH3:17])[C:7]2=[O:18])[CH2:23][CH2:22]1, predict the reactants needed to synthesize it. The reactants are: [CH2:1]([C:5]1[NH:6][C:7](=[O:18])[N:8]([C:10]2[CH:15]=[CH:14][CH:13]=[CH:12][C:11]=2[O:16][CH3:17])[CH:9]=1)[CH:2]([CH3:4])[CH3:3].Br[CH2:20][CH:21]1[CH2:23][CH2:22]1. (2) The reactants are: [CH3:1][NH:2][C:3]1[CH:8]=[CH:7][C:6]([N+:9]([O-:11])=[O:10])=[C:5]([N:12]2[CH2:17][CH2:16][CH2:15][CH2:14][CH2:13]2)[CH:4]=1.C(N(CC)CC)C.[C:25](OC(=O)C)(=[O:27])[CH3:26]. Given the product [CH3:1][N:2]([C:3]1[CH:8]=[CH:7][C:6]([N+:9]([O-:11])=[O:10])=[C:5]([N:12]2[CH2:17][CH2:16][CH2:15][CH2:14][CH2:13]2)[CH:4]=1)[C:25](=[O:27])[CH3:26], predict the reactants needed to synthesize it. (3) Given the product [Cl:23][C:6]1[C:5]([F:24])=[C:4]2[C:9]([C:10]([S:11][C:12]3[CH:13]=[C:14]([CH:20]=[CH:21][CH:22]=3)[C:15]([O:17][CH2:18][CH3:19])=[O:16])=[C:2]([CH:38]3[CH2:40][CH2:39]3)[N:3]2[C:25]2[CH:26]=[N:27][N:28]([CH2:30][CH2:31][CH3:32])[CH:29]=2)=[CH:8][CH:7]=1, predict the reactants needed to synthesize it. The reactants are: Br[C:2]1[N:3]([C:25]2[CH:26]=[N:27][N:28]([CH2:30][CH2:31][CH3:32])[CH:29]=2)[C:4]2[C:9]([C:10]=1[S:11][C:12]1[CH:13]=[C:14]([CH:20]=[CH:21][CH:22]=1)[C:15]([O:17][CH2:18][CH3:19])=[O:16])=[CH:8][CH:7]=[C:6]([Cl:23])[C:5]=2[F:24].CC([O-])=O.[K+].[CH:38]1(B(O)O)[CH2:40][CH2:39]1. (4) Given the product [N:10]([C:7]1[CH:8]=[CH:9][C:4]([C:3]([OH:14])=[O:2])=[CH:5][C:6]=1[I:13])=[N+:11]=[N-:12], predict the reactants needed to synthesize it. The reactants are: C[O:2][C:3](=[O:14])[C:4]1[CH:9]=[CH:8][C:7]([N:10]=[N+:11]=[N-:12])=[C:6]([I:13])[CH:5]=1.[Li+].[OH-].Cl. (5) Given the product [CH2:13]([O:15][C:16]([C:18]1([NH:23][C:9]([CH:6]2[CH2:5][CH:4]3[CH2:8][CH:7]2[C:2](=[O:1])[O:3]3)=[O:11])[CH2:20][CH:19]1[CH:21]=[CH2:22])=[O:17])[CH3:14], predict the reactants needed to synthesize it. The reactants are: [O:1]=[C:2]1[CH:7]2[CH2:8][CH:4]([CH2:5][CH:6]2[C:9]([OH:11])=O)[O:3]1.Cl.[CH2:13]([O:15][C:16]([C:18]1([NH2:23])[CH2:20][CH:19]1[CH:21]=[CH2:22])=[O:17])[CH3:14].CN(C(ON1N=NC2C=CC=NC1=2)=[N+](C)C)C.F[P-](F)(F)(F)(F)F.CCN(C(C)C)C(C)C. (6) Given the product [CH3:18][O:11][C:10](=[O:12])[CH2:9][C:4]1[CH:5]=[CH:6][C:7]([F:8])=[C:2]([F:1])[CH:3]=1, predict the reactants needed to synthesize it. The reactants are: [F:1][C:2]1[CH:3]=[C:4]([CH2:9][C:10]([OH:12])=[O:11])[CH:5]=[CH:6][C:7]=1[F:8].S(=O)(=O)(O)O.[CH3:18]O. (7) Given the product [C:1]([O:4][C:5]1[CH:24]=[CH:23][C:8]([C:9]2[CH:10]([C:53]3[CH:54]=[N:55][CH:56]=[CH:57][CH:58]=3)[O:11][C:12]3[C:17]([CH:18]=2)=[CH:16][CH:15]=[C:14]([O:19][C:20](=[O:22])[CH3:21])[CH:13]=3)=[CH:7][CH:6]=1)(=[O:3])[CH3:2], predict the reactants needed to synthesize it. The reactants are: [C:1]([O:4][C:5]1[CH:24]=[CH:23][C:8]([C:9]2[CH2:10][O:11][C:12]3[C:17]([CH:18]=2)=[CH:16][CH:15]=[C:14]([O:19][C:20](=[O:22])[CH3:21])[CH:13]=3)=[CH:7][CH:6]=1)(=[O:3])[CH3:2].C1C=CC([C+](C2C=CC=CC=2)C2C=CC=CC=2)=CC=1.F[P-](F)(F)(F)(F)F.C[Si](C)(C)[C:53]1[CH:54]=[N:55][CH:56]=[CH:57][CH:58]=1. (8) Given the product [CH3:12][O:13][C:14]([C:15]1[S:16][C:2]2[CH:9]=[C:8]([O:10][CH3:11])[CH:7]=[CH:6][C:3]=2[CH:4]=1)=[O:17], predict the reactants needed to synthesize it. The reactants are: F[C:2]1[CH:9]=[C:8]([O:10][CH3:11])[CH:7]=[CH:6][C:3]=1[CH:4]=O.[CH3:12][O:13][C:14](=[O:17])[CH2:15][SH:16].CCN(CC)CC.O.